From a dataset of Reaction yield outcomes from USPTO patents with 853,638 reactions. Predict the reaction yield, written as a fraction of the theoretical maximum amount of product (1.0 means a 100% yield; for example, 0.34 means a 34% yield). (1) The reactants are Br[C:2]1[C:7]([F:8])=[CH:6][C:5]([N:9]2[C:18]3[C:13](=[CH:14][C:15]([S:19]([NH:22][C:23]4[CH:27]=[CH:26][O:25][N:24]=4)(=[O:21])=[O:20])=[CH:16][CH:17]=3)[CH:12]=[CH:11][C:10]2=[O:28])=[C:4]([O:29][CH3:30])[CH:3]=1.[Br-].[CH2:32]([Zn+])[C:33]([CH3:36])([CH3:35])[CH3:34]. The catalyst is C1C=CC(P(C2C=CC=CC=2)[C-]2C=CC=C2)=CC=1.C1C=CC(P(C2C=CC=CC=2)[C-]2C=CC=C2)=CC=1.Cl[Pd]Cl.[Fe+2].C(Cl)Cl.C1COCC1. The product is [F:8][C:7]1[C:2]([CH2:32][C:33]([CH3:36])([CH3:35])[CH3:34])=[CH:3][C:4]([O:29][CH3:30])=[C:5]([N:9]2[C:18]3[C:13](=[CH:14][C:15]([S:19]([NH:22][C:23]4[CH:27]=[CH:26][O:25][N:24]=4)(=[O:20])=[O:21])=[CH:16][CH:17]=3)[CH:12]=[CH:11][C:10]2=[O:28])[CH:6]=1. The yield is 0.244. (2) The reactants are S(S([O-])=O)([O-])(=O)=O.[Na+].[Na+].[NH2:10][C:11]1[C:19]([C:20](=[O:23])[NH:21][CH3:22])=[CH:18][CH:17]=[CH:16][C:12]=1[C:13]([OH:15])=[O:14].[F:24][C:25]([F:35])([F:34])[C:26]1[CH:27]=[C:28]([CH:31]=[CH:32][CH:33]=1)[CH:29]=O.O. The catalyst is CC(N(C)C)=O. The product is [CH3:22][N:21]1[C:20](=[O:23])[C:19]2[C:11](=[C:12]([C:13]([OH:15])=[O:14])[CH:16]=[CH:17][CH:18]=2)[N:10]=[C:29]1[C:28]1[CH:31]=[CH:32][CH:33]=[C:26]([C:25]([F:24])([F:34])[F:35])[CH:27]=1. The yield is 0.840. (3) The reactants are C(O)C.[C:4]([C:7]1[CH:8]=[CH:9][C:10]([O:30]CC2C=CC=CC=2)=[C:11]([CH:29]=1)[C:12]([NH:14][C:15]1[CH:20]=[C:19]([C:21]([F:24])([F:23])[F:22])[CH:18]=[C:17]([C:25]([F:28])([F:27])[F:26])[CH:16]=1)=[O:13])(=[O:6])[CH3:5]. The catalyst is [Pd].O1CCCC1. The product is [C:4]([C:7]1[CH:8]=[CH:9][C:10]([OH:30])=[C:11]([CH:29]=1)[C:12]([NH:14][C:15]1[CH:16]=[C:17]([C:25]([F:26])([F:27])[F:28])[CH:18]=[C:19]([C:21]([F:22])([F:23])[F:24])[CH:20]=1)=[O:13])(=[O:6])[CH3:5]. The yield is 0.470. (4) The reactants are [CH2:1]([C:4]1[CH:5]=[C:6]([F:23])[C:7]([N:10]2[CH2:15][CH2:14][N:13]([C:16]([O:18][C:19]([CH3:22])([CH3:21])[CH3:20])=[O:17])[CH2:12][CH2:11]2)=[N:8][CH:9]=1)[CH:2]=[CH2:3].[OH2:24].C([OH:29])(C)(C)C. No catalyst specified. The product is [OH:24][C@@H:2]([CH2:3][OH:29])[CH2:1][C:4]1[CH:5]=[C:6]([F:23])[C:7]([N:10]2[CH2:15][CH2:14][N:13]([C:16]([O:18][C:19]([CH3:22])([CH3:21])[CH3:20])=[O:17])[CH2:12][CH2:11]2)=[N:8][CH:9]=1. The yield is 0.790.